Dataset: Forward reaction prediction with 1.9M reactions from USPTO patents (1976-2016). Task: Predict the product of the given reaction. (1) Given the reactants Br[C:2]1[CH:15]=[CH:14][CH:13]=[C:12]2[C:3]=1[S:4][C:5]1[CH:6]=[CH:7][C:8]([NH:16][C@@H:17]([CH2:21][N:22]3[CH2:27][CH2:26][O:25][CH2:24][CH2:23]3)[CH2:18][O:19][CH3:20])=[CH:9][C:10]=1[S:11]2.[CH3:28][O:29][C:30]1[CH:62]=[CH:61][C:33]([CH2:34][O:35][C:36]2[CH:41]=[C:40]([N:42]3[CH2:47][CH2:46][O:45][CH2:44][CH2:43]3)[CH:39]=[C:38]([Sn](CCCC)(CCCC)CCCC)[N:37]=2)=[CH:32][CH:31]=1, predict the reaction product. The product is: [CH3:20][O:19][CH2:18][C@@H:17]([NH:16][C:8]1[CH:7]=[CH:6][C:5]2[S:4][C:3]3[C:12](=[CH:13][CH:14]=[CH:15][C:2]=3[C:38]3[CH:39]=[C:40]([N:42]4[CH2:47][CH2:46][O:45][CH2:44][CH2:43]4)[CH:41]=[C:36]([O:35][CH2:34][C:33]4[CH:61]=[CH:62][C:30]([O:29][CH3:28])=[CH:31][CH:32]=4)[N:37]=3)[S:11][C:10]=2[CH:9]=1)[CH2:21][N:22]1[CH2:27][CH2:26][O:25][CH2:24][CH2:23]1. (2) Given the reactants [CH:1]1([C:4]2[N:9]=[C:8]([N:10]3[CH2:14][CH2:13][C:12]([F:16])([F:15])[CH2:11]3)[C:7]3[CH:17]=[N:18][N:19](CC4C=CC(OC)=CC=4)[C:6]=3[CH:5]=2)[CH2:3][CH2:2]1.C(O)(C(F)(F)F)=O.CS(O)(=O)=O.[OH-].[Na+], predict the reaction product. The product is: [CH:1]1([C:4]2[N:9]=[C:8]([N:10]3[CH2:14][CH2:13][C:12]([F:15])([F:16])[CH2:11]3)[C:7]3[CH:17]=[N:18][NH:19][C:6]=3[CH:5]=2)[CH2:3][CH2:2]1. (3) Given the reactants [Cl:1][C:2]1[C:3]2[C:10]([CH3:11])=[CH:9][N:8]([S:12]([C:15]3[CH:20]=[CH:19][CH:18]=[CH:17][CH:16]=3)(=[O:14])=[O:13])[C:4]=2[N:5]=[CH:6][N:7]=1.C([Li])CCC.[CH2:26]([O:28][C:29](Cl)=[O:30])[CH3:27], predict the reaction product. The product is: [Cl:1][C:2]1[C:3]2[C:10]([CH3:11])=[C:9]([C:29]([O:28][CH2:26][CH3:27])=[O:30])[N:8]([S:12]([C:15]3[CH:16]=[CH:17][CH:18]=[CH:19][CH:20]=3)(=[O:14])=[O:13])[C:4]=2[N:5]=[CH:6][N:7]=1. (4) Given the reactants [F:1][C:2]([F:19])([F:18])[O:3][C:4]1[CH:9]=[CH:8][C:7]([C:10]2[CH:15]=[CH:14][C:13]([CH:16]=[O:17])=[CH:12][CH:11]=2)=[CH:6][CH:5]=1.CC(C)=[O:22], predict the reaction product. The product is: [F:1][C:2]([F:18])([F:19])[O:3][C:4]1[CH:5]=[CH:6][C:7]([C:10]2[CH:15]=[CH:14][C:13]([C:16]([OH:22])=[O:17])=[CH:12][CH:11]=2)=[CH:8][CH:9]=1. (5) Given the reactants Cl.[CH2:2]([NH:9][CH2:10][CH:11]1[CH2:20][CH2:19][C:18]2[C:13](=[CH:14][CH:15]=[C:16]([O:21][CH3:22])[CH:17]=2)[CH2:12]1)[C:3]1[CH:8]=[CH:7][CH:6]=[CH:5][CH:4]=1.[C:23]1([CH:29]([C:33]2[CH:38]=[CH:37][CH:36]=[CH:35][CH:34]=2)[CH2:30][CH2:31]I)[CH:28]=[CH:27][CH:26]=[CH:25][CH:24]=1.C(=O)([O-])[O-].[K+].[K+].CN(C=O)C, predict the reaction product. The product is: [CH2:2]([N:9]([CH2:10][CH:11]1[CH2:20][CH2:19][C:18]2[C:13](=[CH:14][CH:15]=[C:16]([O:21][CH3:22])[CH:17]=2)[CH2:12]1)[CH2:31][CH2:30][CH:29]([C:23]1[CH:28]=[CH:27][CH:26]=[CH:25][CH:24]=1)[C:33]1[CH:38]=[CH:37][CH:36]=[CH:35][CH:34]=1)[C:3]1[CH:4]=[CH:5][CH:6]=[CH:7][CH:8]=1. (6) Given the reactants O[CH:2]1[CH2:11][CH2:10][CH2:9][C:8]2[CH:7]=[C:6]([O:12][S:13]([C:16]([F:19])([F:18])[F:17])(=[O:15])=[O:14])[CH:5]=[CH:4][C:3]1=2.C1C=CC(P([N:34]=[N+:35]=[N-:36])(C2C=CC=CC=2)=O)=CC=1.C1CCN2C(=NCCC2)CC1, predict the reaction product. The product is: [N:34]([CH:2]1[CH2:11][CH2:10][CH2:9][C:8]2[CH:7]=[C:6]([O:12][S:13]([C:16]([F:19])([F:18])[F:17])(=[O:15])=[O:14])[CH:5]=[CH:4][C:3]1=2)=[N+:35]=[N-:36]. (7) Given the reactants [C:1]1([C:8]2[CH:13]=[CH:12][CH:11]=[CH:10][CH:9]=2)[CH:6]=[CH:5][CH:4]=[C:3](N)[CH:2]=1.Cl.N([O-])=O.[Na+].[O:19]([CH2:23][CH3:24])[C:20]([S-:22])=[S:21].[K+], predict the reaction product. The product is: [C:20]([S:22][C:3]1[CH:2]=[C:1]([C:8]2[CH:13]=[CH:12][CH:11]=[CH:10][CH:9]=2)[CH:6]=[CH:5][CH:4]=1)(=[S:21])[O:19][CH2:23][CH3:24].